Dataset: Forward reaction prediction with 1.9M reactions from USPTO patents (1976-2016). Task: Predict the product of the given reaction. Given the reactants Cl.[CH:2]([C:4]1[C:12]2[C:7](=[CH:8][C:9]([O:13][CH3:14])=[CH:10][CH:11]=2)[N:6]([C:15](OC(C)(C)C)=O)[N:5]=1)=[O:3].[CH2:22]1CCN2C(=NCCC2)C[CH2:23]1.ICCC, predict the reaction product. The product is: [CH3:14][O:13][C:9]1[CH:8]=[C:7]2[C:12]([C:4]([CH:2]=[O:3])=[N:5][N:6]2[CH2:15][CH2:22][CH3:23])=[CH:11][CH:10]=1.